Regression. Given two drug SMILES strings and cell line genomic features, predict the synergy score measuring deviation from expected non-interaction effect. From a dataset of NCI-60 drug combinations with 297,098 pairs across 59 cell lines. (1) Drug 1: CC1C(C(CC(O1)OC2CC(OC(C2O)C)OC3=CC4=CC5=C(C(=O)C(C(C5)C(C(=O)C(C(C)O)O)OC)OC6CC(C(C(O6)C)O)OC7CC(C(C(O7)C)O)OC8CC(C(C(O8)C)O)(C)O)C(=C4C(=C3C)O)O)O)O. Drug 2: CN(CCCl)CCCl.Cl. Cell line: LOX IMVI. Synergy scores: CSS=52.5, Synergy_ZIP=3.55, Synergy_Bliss=14.3, Synergy_Loewe=-19.8, Synergy_HSA=-2.44. (2) Drug 1: C1=C(C(=O)NC(=O)N1)F. Cell line: U251. Synergy scores: CSS=33.9, Synergy_ZIP=-11.3, Synergy_Bliss=-1.48, Synergy_Loewe=0.239, Synergy_HSA=0.436. Drug 2: CC1=C(N=C(N=C1N)C(CC(=O)N)NCC(C(=O)N)N)C(=O)NC(C(C2=CN=CN2)OC3C(C(C(C(O3)CO)O)O)OC4C(C(C(C(O4)CO)O)OC(=O)N)O)C(=O)NC(C)C(C(C)C(=O)NC(C(C)O)C(=O)NCCC5=NC(=CS5)C6=NC(=CS6)C(=O)NCCC[S+](C)C)O. (3) Drug 1: C1CCC(CC1)NC(=O)N(CCCl)N=O. Drug 2: C1C(C(OC1N2C=NC3=C2NC=NCC3O)CO)O. Cell line: SF-295. Synergy scores: CSS=29.6, Synergy_ZIP=-10.8, Synergy_Bliss=-6.57, Synergy_Loewe=-9.39, Synergy_HSA=-4.82. (4) Drug 1: CC1=C(C=C(C=C1)NC2=NC=CC(=N2)N(C)C3=CC4=NN(C(=C4C=C3)C)C)S(=O)(=O)N.Cl. Drug 2: CCCS(=O)(=O)NC1=C(C(=C(C=C1)F)C(=O)C2=CNC3=C2C=C(C=N3)C4=CC=C(C=C4)Cl)F. Cell line: OVCAR-4. Synergy scores: CSS=8.11, Synergy_ZIP=1.45, Synergy_Bliss=5.46, Synergy_Loewe=4.98, Synergy_HSA=4.79. (5) Drug 2: CS(=O)(=O)CCNCC1=CC=C(O1)C2=CC3=C(C=C2)N=CN=C3NC4=CC(=C(C=C4)OCC5=CC(=CC=C5)F)Cl. Cell line: MOLT-4. Drug 1: C1=NC2=C(N=C(N=C2N1C3C(C(C(O3)CO)O)F)Cl)N. Synergy scores: CSS=38.6, Synergy_ZIP=0.778, Synergy_Bliss=-2.01, Synergy_Loewe=-7.44, Synergy_HSA=-7.23.